Dataset: Full USPTO retrosynthesis dataset with 1.9M reactions from patents (1976-2016). Task: Predict the reactants needed to synthesize the given product. (1) Given the product [NH2:1][C:2]1[N:23]=[C:22]([NH:45][CH:42]2[CH2:44][CH2:43]2)[CH:21]=[CH:20][C:3]=1[C:4]([NH:6][CH2:7][C:8]1[S:9][C:10]([O:13][C:14]2[CH:19]=[CH:18][CH:17]=[CH:16][CH:15]=2)=[CH:11][CH:12]=1)=[O:5], predict the reactants needed to synthesize it. The reactants are: [NH2:1][C:2]1[N:23]=[C:22](Cl)[CH:21]=[CH:20][C:3]=1[C:4]([NH:6][CH2:7][C:8]1[S:9][C:10]([O:13][C:14]2[CH:19]=[CH:18][CH:17]=[CH:16][CH:15]=2)=[CH:11][CH:12]=1)=[O:5].C1C=CC(CC(NCN[C@H](C(O)=O)CC2[CH:44]=[CH:43][C:42]([N+:45]([O-])=O)=CC=2)=O)=CC=1.C1(N)CC1. (2) Given the product [CH3:32][O:31][C:24]1[CH:25]=[C:26]([O:29][CH3:30])[CH:27]=[CH:28][C:23]=1[CH2:22][NH:21][C:20]1[C:15]2[N:16]([C:12]([C@H:9]3[CH2:10][CH2:11][C@@H:6]([CH2:5][OH:4])[NH:7][CH2:8]3)=[N:13][C:14]=2[C:33]2[CH:34]=[CH:35][C:36]([C:39]([NH:40][C:41]3[CH:46]=[C:45]([C:47]([F:49])([F:50])[F:48])[CH:44]=[CH:43][N:42]=3)=[O:51])=[CH:37][CH:38]=2)[CH:17]=[CH:18][N:19]=1, predict the reactants needed to synthesize it. The reactants are: C([O:4][CH2:5][C@@H:6]1[CH2:11][CH2:10][C@H:9]([C:12]2[N:16]3[CH:17]=[CH:18][N:19]=[C:20]([NH:21][CH2:22][C:23]4[CH:28]=[CH:27][C:26]([O:29][CH3:30])=[CH:25][C:24]=4[O:31][CH3:32])[C:15]3=[C:14]([C:33]3[CH:38]=[CH:37][C:36]([C:39](=[O:51])[NH:40][C:41]4[CH:46]=[C:45]([C:47]([F:50])([F:49])[F:48])[CH:44]=[CH:43][N:42]=4)=[CH:35][CH:34]=3)[N:13]=2)[CH2:8][NH:7]1)(=O)C.C[O-].[Na+].[NH4+].[Cl-].